This data is from Forward reaction prediction with 1.9M reactions from USPTO patents (1976-2016). The task is: Predict the product of the given reaction. (1) Given the reactants [Cl:1][C:2]1[CH:7]=[CH:6][C:5]([C:8]([C:11]2[N:15]([C:16]3[CH:21]=[CH:20][C:19]([F:22])=[CH:18][CH:17]=3)[C:14]([S:23][CH2:24][C:25]3[C:30]([F:31])=[CH:29][C:28]([S:32]([N:35]([C@@H:37]([CH2:41][CH2:42][CH2:43][N+:44]([CH3:47])([CH3:46])[CH3:45])[C:38]([O-:40])=[O:39])[CH3:36])(=[O:34])=[O:33])=[CH:27][C:26]=3[F:48])=[N:13][CH:12]=2)([CH3:10])[CH3:9])=[CH:4][C:3]=1[O:49][CH3:50].Cl, predict the reaction product. The product is: [Cl-:1].[C:38]([C@@H:37]([N:35]([CH3:36])[S:32]([C:28]1[CH:27]=[C:26]([F:48])[C:25]([CH2:24][S:23][C:14]2[N:15]([C:16]3[CH:21]=[CH:20][C:19]([F:22])=[CH:18][CH:17]=3)[C:11]([C:8]([C:5]3[CH:6]=[CH:7][C:2]([Cl:1])=[C:3]([O:49][CH3:50])[CH:4]=3)([CH3:10])[CH3:9])=[CH:12][N:13]=2)=[C:30]([F:31])[CH:29]=1)(=[O:34])=[O:33])[CH2:41][CH2:42][CH2:43][N+:44]([CH3:46])([CH3:47])[CH3:45])([OH:40])=[O:39]. (2) Given the reactants [CH2:1]([NH:5][C:6]([C:8]1[CH:13]=[CH:12][C:11]([NH:14][C:15]([CH3:20])([CH3:19])[C:16]([OH:18])=[O:17])=[CH:10][C:9]=1[F:21])=[O:7])[CH2:2][CH2:3][CH3:4].[C:22]([O-])([O-])=O.[K+].[K+].CI, predict the reaction product. The product is: [CH2:1]([NH:5][C:6]([C:8]1[CH:13]=[CH:12][C:11]([NH:14][C:15]([CH3:20])([CH3:19])[C:16]([O:18][CH3:22])=[O:17])=[CH:10][C:9]=1[F:21])=[O:7])[CH2:2][CH2:3][CH3:4]. (3) Given the reactants S([O-])([O-])=O.[Na+].[Na+].C(=O)(O)[O-].[Na+].[Br:12][C:13]1[CH:14]=[C:15]([S:20](Cl)(=[O:22])=[O:21])[CH:16]=[C:17]([CH3:19])[CH:18]=1.I[CH3:25], predict the reaction product. The product is: [Br:12][C:13]1[CH:14]=[C:15]([S:20]([CH3:25])(=[O:22])=[O:21])[CH:16]=[C:17]([CH3:19])[CH:18]=1. (4) Given the reactants [CH3:1][O:2][C:3]1[CH:4]=[C:5]([NH:15][C:16]2[N:20]=[C:19]([NH2:21])[NH:18][N:17]=2)[CH:6]=[CH:7][C:8]=1[N:9]1[CH:13]=[C:12]([CH3:14])[N:11]=[CH:10]1.[C:22]([CH2:30][C:31]([CH3:33])=O)(=[O:29])[C:23]1[CH:28]=[CH:27][CH:26]=[CH:25][CH:24]=1, predict the reaction product. The product is: [C:3]([OH:2])(=[O:29])[CH3:4].[CH3:1][O:2][C:3]1[CH:4]=[C:5]([NH:15][C:16]2[N:20]=[C:19]3[N:21]=[C:31]([CH3:33])[CH:30]=[C:22]([C:23]4[CH:28]=[CH:27][CH:26]=[CH:25][CH:24]=4)[N:18]3[N:17]=2)[CH:6]=[CH:7][C:8]=1[N:9]1[CH:13]=[C:12]([CH3:14])[N:11]=[CH:10]1. (5) Given the reactants C([O:5][C:6](=[O:36])[CH2:7][O:8][C:9]1[C:18]2[CH2:17][CH2:16][CH2:15][C@@H:14]([NH:19][S:20]([C:23]3[CH:28]=[CH:27][C:26]([C:29]4[CH:34]=[CH:33][C:32]([CH3:35])=[CH:31][CH:30]=4)=[CH:25][CH:24]=3)(=[O:22])=[O:21])[C:13]=2[CH:12]=[CH:11][CH:10]=1)(C)(C)C.FC(F)(F)C(O)=O, predict the reaction product. The product is: [CH3:35][C:32]1[CH:33]=[CH:34][C:29]([C:26]2[CH:25]=[CH:24][C:23]([S:20]([NH:19][C@@H:14]3[CH2:15][CH2:16][CH2:17][C:18]4[C:9]([O:8][CH2:7][C:6]([OH:36])=[O:5])=[CH:10][CH:11]=[CH:12][C:13]3=4)(=[O:22])=[O:21])=[CH:28][CH:27]=2)=[CH:30][CH:31]=1. (6) Given the reactants [NH2:1][C:2]1[NH:3][C:4](=[S:16])[C:5]([C:14]#[N:15])=[C:6]([C:8]2[CH:13]=[CH:12][CH:11]=[CH:10][CH:9]=2)[N:7]=1.[C:17]1([CH2:23][CH2:24][CH2:25]Br)[CH:22]=[CH:21][CH:20]=[CH:19][CH:18]=1.CC[O-].[Na+], predict the reaction product. The product is: [NH2:1][C:2]1[N:7]=[C:6]([C:8]2[CH:13]=[CH:12][CH:11]=[CH:10][CH:9]=2)[C:5]([C:14]#[N:15])=[C:4]([S:16][CH2:25][CH2:24][CH2:23][C:17]2[CH:22]=[CH:21][CH:20]=[CH:19][CH:18]=2)[N:3]=1. (7) Given the reactants [Cl:1][CH2:2][C:3]1[CH:4]=[C:5]([CH:9]=[CH:10][CH:11]=1)[C:6](Cl)=[O:7].[NH:12]1[CH2:17][CH2:16][CH2:15][CH2:14][CH2:13]1.O, predict the reaction product. The product is: [Cl:1][CH2:2][C:3]1[CH:4]=[C:5]([CH:9]=[CH:10][CH:11]=1)[C:6]([N:12]1[CH2:17][CH2:16][CH2:15][CH2:14][CH2:13]1)=[O:7]. (8) Given the reactants [CH:1]([P:4](=[O:10])([CH:7]([CH3:9])[CH3:8])[CH:5]=[CH2:6])([CH3:3])[CH3:2].[CH3:11][NH:12][CH2:13][C:14]1[CH:19]=[CH:18][CH:17]=[CH:16][CH:15]=1, predict the reaction product. The product is: [CH2:13]([N:12]([CH3:11])[CH2:6][CH2:5][P:4]([CH:7]([CH3:9])[CH3:8])([CH:1]([CH3:3])[CH3:2])=[O:10])[C:14]1[CH:19]=[CH:18][CH:17]=[CH:16][CH:15]=1. (9) Given the reactants [C:1]([N:8]1[CH2:13][CH2:12][NH:11][CH2:10][CH2:9]1)([O:3][C:4]([CH3:7])([CH3:6])[CH3:5])=[O:2].Cl.CN(C)CCCN=C=NCC.ON1C2C=CC=CC=2N=N1.[Cl:36][C:37]1[C:38]([F:46])=[C:39]([CH:43]=[CH:44][CH:45]=1)[C:40](O)=[O:41], predict the reaction product. The product is: [Cl:36][C:37]1[C:38]([F:46])=[C:39]([CH:43]=[CH:44][CH:45]=1)[C:40]([N:11]1[CH2:10][CH2:9][N:8]([C:1]([O:3][C:4]([CH3:7])([CH3:6])[CH3:5])=[O:2])[CH2:13][CH2:12]1)=[O:41]. (10) Given the reactants [Cl:1][C:2]1[CH:7]=[CH:6][C:5]([C:8]([F:11])([F:10])[F:9])=[CH:4][C:3]=1[C:12]1[CH:17]=[CH:16][N:15]=[C:14]([C:18](=[N:20][OH:21])[NH2:19])[CH:13]=1.[C:22](N1C=CN=C1)(N1C=CN=C1)=[O:23].N12CCCN=C1CCCCC2.Cl, predict the reaction product. The product is: [Cl:1][C:2]1[CH:7]=[CH:6][C:5]([C:8]([F:9])([F:10])[F:11])=[CH:4][C:3]=1[C:12]1[CH:17]=[CH:16][N:15]=[C:14]([C:18]2[NH:20][O:21][C:22](=[O:23])[N:19]=2)[CH:13]=1.